Dataset: Catalyst prediction with 721,799 reactions and 888 catalyst types from USPTO. Task: Predict which catalyst facilitates the given reaction. (1) Reactant: [CH2:1]([N:5]1[C:13]2[C:8](=[CH:9][C:10]([N+:14]([O-])=O)=[CH:11][CH:12]=2)[CH:7]=[N:6]1)[CH:2]([CH3:4])[CH3:3].[Cl-].[NH4+].C(O)C. Product: [CH2:1]([N:5]1[C:13]2[C:8](=[CH:9][C:10]([NH2:14])=[CH:11][CH:12]=2)[CH:7]=[N:6]1)[CH:2]([CH3:4])[CH3:3]. The catalyst class is: 150. (2) Reactant: [CH:1]([O:4][C:5]1[CH:25]=[CH:24][C:8]([O:9][C:10]2[S:11][C:12]([C:15]3[CH:20]=[CH:19][C:18]([CH:21]([NH2:23])[CH3:22])=[CH:17][CH:16]=3)=[CH:13][N:14]=2)=[CH:7][CH:6]=1)([CH3:3])[CH3:2].ClC(Cl)(Cl)[C:28]([N:30]=C=O)=[O:29]. Product: [CH:1]([O:4][C:5]1[CH:25]=[CH:24][C:8]([O:9][C:10]2[S:11][C:12]([C:15]3[CH:20]=[CH:19][C:18]([CH:21]([NH:23][C:28]([NH2:30])=[O:29])[CH3:22])=[CH:17][CH:16]=3)=[CH:13][N:14]=2)=[CH:7][CH:6]=1)([CH3:2])[CH3:3]. The catalyst class is: 2. (3) Reactant: [F:1][C:2]([F:26])([F:25])[C@H:3]([N:12]1[CH2:16][CH2:15][C@H:14]([NH:17][C:18](=[O:24])[O:19][C:20]([CH3:23])([CH3:22])[CH3:21])[CH2:13]1)[C:4]1[CH:5]=[N:6][C:7]([NH:10][NH2:11])=[CH:8][CH:9]=1.[CH3:27][O:28][CH2:29][C@H:30]([O:32][C:33]1[CH:42]=[C:41]2[C:36]([CH:37]=[CH:38][C:39]([CH:43]=O)=[N:40]2)=[CH:35][CH:34]=1)[CH3:31].C(O)C.C(O)(=O)C.C(O)(=O)C.I(C1C=CC=CC=1)=O.C(=O)(O)[O-].[Na+]. Product: [F:26][C:2]([F:25])([F:1])[C@H:3]([N:12]1[CH2:16][CH2:15][C@H:14]([NH:17][C:18](=[O:24])[O:19][C:20]([CH3:22])([CH3:23])[CH3:21])[CH2:13]1)[C:4]1[CH:9]=[CH:8][C:7]2[N:6]([C:43]([C:39]3[CH:38]=[CH:37][C:36]4[C:41](=[CH:42][C:33]([O:32][C@H:30]([CH3:31])[CH2:29][O:28][CH3:27])=[CH:34][CH:35]=4)[N:40]=3)=[N:11][N:10]=2)[CH:5]=1. The catalyst class is: 13. (4) Reactant: Br[C:2]1[CH:11]=[N:10][CH:9]=[C:8]2[C:3]=1[CH:4]=[C:5]([C:12]([O-:14])=[O:13])[CH:6]=[N:7]2.C1(C2C3C(=CC=CC=3)C=CC=2P([C:55]2[CH:60]=CC=CC=2)C2C=CC=CC=2)C2C(=CC=CC=2)C=CC=1P(C1C=CC=CC=1)C1C=CC=CC=1.C(=O)([O-])[O-].[Cs+].[Cs+].[NH:67]1[CH2:72][CH2:71][O:70][CH2:69][CH2:68]1. Product: [O:70]1[CH2:71][CH2:72][N:67]([C:2]2[CH:11]=[N:10][CH:9]=[C:8]3[C:3]=2[CH:4]=[C:5]([C:12]([O:14][CH2:60][CH3:55])=[O:13])[CH:6]=[N:7]3)[CH2:68][CH2:69]1. The catalyst class is: 164. (5) Reactant: [NH2:1][CH2:2][CH2:3][C:4]1[CH:16]=[CH:15][C:14]([CH:17]([CH3:19])[CH3:18])=[CH:13][C:5]=1[O:6][CH2:7][C:8]([O:10][CH2:11][CH3:12])=[O:9].C(N(CC)CC)C.[C:27]([C:29]1[CH:30]=[CH:31][C:32]([O:39][CH3:40])=[C:33]([S:35](Cl)(=[O:37])=[O:36])[CH:34]=1)#[N:28]. Product: [CH2:11]([O:10][C:8](=[O:9])[CH2:7][O:6][C:5]1[CH:13]=[C:14]([CH:17]([CH3:18])[CH3:19])[CH:15]=[CH:16][C:4]=1[CH2:3][CH2:2][NH:1][S:35]([C:33]1[CH:34]=[C:29]([C:27]#[N:28])[CH:30]=[CH:31][C:32]=1[O:39][CH3:40])(=[O:37])=[O:36])[CH3:12]. The catalyst class is: 30. (6) Reactant: Br[CH2:2][C:3]1[CH:10]=[CH:9][CH:8]=[CH:7][C:4]=1[CH:5]=[O:6].[CH3:11][CH:12]([N:14]1[C:18]([C:19]2[C:24]([OH:25])=[CH:23][CH:22]=[CH:21][N:20]=2)=[CH:17][CH:16]=[N:15]1)[CH3:13].C(=O)([O-])[O-].[K+].[K+]. Product: [CH:12]([N:14]1[C:18]([C:19]2[C:24]([O:25][CH2:2][C:3]3[CH:10]=[CH:9][CH:8]=[CH:7][C:4]=3[CH:5]=[O:6])=[CH:23][CH:22]=[CH:21][N:20]=2)=[CH:17][CH:16]=[N:15]1)([CH3:13])[CH3:11]. The catalyst class is: 144. (7) Reactant: [NH2:1][C:2]1[N:7]=[C:6]([C:8]([NH:10][CH2:11][C:12]2[CH:17]=[CH:16][C:15]([NH:18][C:19]([C:21]3[CH:26]=[CH:25][CH:24]=[CH:23][C:22]=3[C:27]3[CH:32]=[CH:31][C:30]([C:33]([F:36])([F:35])[F:34])=[CH:29][CH:28]=3)=[O:20])=[CH:14][CH:13]=2)=[O:9])[CH:5]=[CH:4][CH:3]=1.[C:37](OC(=O)C)(=[O:39])[CH3:38].O. Product: [C:37]([NH:1][C:2]1[N:7]=[C:6]([C:8]([NH:10][CH2:11][C:12]2[CH:13]=[CH:14][C:15]([NH:18][C:19]([C:21]3[CH:26]=[CH:25][CH:24]=[CH:23][C:22]=3[C:27]3[CH:28]=[CH:29][C:30]([C:33]([F:36])([F:34])[F:35])=[CH:31][CH:32]=3)=[O:20])=[CH:16][CH:17]=2)=[O:9])[CH:5]=[CH:4][CH:3]=1)(=[O:39])[CH3:38]. The catalyst class is: 13.